Dataset: Reaction yield outcomes from USPTO patents with 853,638 reactions. Task: Predict the reaction yield, written as a fraction of the theoretical maximum amount of product (1.0 means a 100% yield; for example, 0.34 means a 34% yield). The reactants are [CH3:1][O:2][C:3]1[CH:8]=[CH:7][C:6]([C:9]2[N:10]=[C:11]([NH2:15])[S:12][C:13]=2[CH3:14])=[CH:5][CH:4]=1.[CH3:16][O:17][C:18]1[CH:19]=[C:20]([CH:24]=[CH:25][C:26]=1[O:27][CH3:28])[C:21](Cl)=[O:22]. No catalyst specified. The product is [CH3:16][O:17][C:18]1[CH:19]=[C:20]([CH:24]=[CH:25][C:26]=1[O:27][CH3:28])[C:21]([NH:15][C:11]1[S:12][C:13]([CH3:14])=[C:9]([C:6]2[CH:5]=[CH:4][C:3]([O:2][CH3:1])=[CH:8][CH:7]=2)[N:10]=1)=[O:22]. The yield is 0.635.